Dataset: Reaction yield outcomes from USPTO patents with 853,638 reactions. Task: Predict the reaction yield, written as a fraction of the theoretical maximum amount of product (1.0 means a 100% yield; for example, 0.34 means a 34% yield). (1) The reactants are [F:1][C:2]1[CH:9]=[C:8]([N:10]2[CH2:15][CH2:14][O:13][CH2:12][CH2:11]2)[CH:7]=[CH:6][C:3]=1[CH:4]=O.[CH3:16][C@@H:17]1[CH2:22][NH:21][CH2:20][CH2:19][N:18]1[C:23]([O:25][C:26]([CH3:29])([CH3:28])[CH3:27])=[O:24].ClCCCl.C(O[BH-](OC(=O)C)OC(=O)C)(=O)C.[Na+]. The catalyst is O. The product is [F:1][C:2]1[CH:9]=[C:8]([N:10]2[CH2:15][CH2:14][O:13][CH2:12][CH2:11]2)[CH:7]=[CH:6][C:3]=1[CH2:4][N:21]1[CH2:20][CH2:19][N:18]([C:23]([O:25][C:26]([CH3:29])([CH3:28])[CH3:27])=[O:24])[C@H:17]([CH3:16])[CH2:22]1. The yield is 0.930. (2) The reactants are [C-]#N.[K+].[C:4](=[O:7])([O-])[O-].[NH4+:8].[NH4+:9].[CH:10]([N:23]1[CH2:26][C:25](=O)[CH2:24]1)([C:17]1[CH:22]=[CH:21][CH:20]=[CH:19][CH:18]=1)[C:11]1[CH:16]=[CH:15][CH:14]=[CH:13][CH:12]=1.C[CH2:29][OH:30].O. No catalyst specified. The product is [CH:10]([N:23]1[CH2:26][C:25]2([C:29](=[O:30])[NH:9][C:4](=[O:7])[NH:8]2)[CH2:24]1)([C:17]1[CH:22]=[CH:21][CH:20]=[CH:19][CH:18]=1)[C:11]1[CH:16]=[CH:15][CH:14]=[CH:13][CH:12]=1. The yield is 0.437. (3) The product is [Cl:1][C:2]1[CH:3]=[C:4]([CH:8]([C:13]2[NH:21][C:16]3=[N:17][CH:18]=[CH:19][CH:20]=[C:15]3[CH:14]=2)[CH2:9][CH:10]([CH3:12])[CH3:11])[CH:5]=[CH:6][CH:7]=1. The catalyst is O1CCCC1.[Pt](=O)=O. The yield is 0.214. The reactants are [Cl:1][C:2]1[CH:3]=[C:4]([C:8]([C:13]2[NH:21][C:16]3=[N:17][CH:18]=[CH:19][CH:20]=[C:15]3[CH:14]=2)=[CH:9][CH:10]([CH3:12])[CH3:11])[CH:5]=[CH:6][CH:7]=1. (4) The reactants are COP([CH2:7][C:8](=[O:16])[C:9]([F:15])([F:14])[CH2:10][CH2:11][CH2:12][CH3:13])(=O)OC.O.[OH-].[Li+].[C:20]([O:23][C@@H:24]1[C@H:28]([CH2:29][CH2:30][CH2:31][CH2:32][CH2:33][CH2:34][C:35]([O:37][CH3:38])=[O:36])[C@@H:27]([CH:39]=O)[C@H:26]([O:41][CH:42]2[CH2:47][CH2:46][CH2:45][CH2:44][O:43]2)[CH2:25]1)(=[O:22])[CH3:21]. The catalyst is COC(C)(C)C.O. The product is [C:20]([O:23][C@@H:24]1[C@H:28]([CH2:29][CH2:30][CH2:31][CH2:32][CH2:33][CH2:34][C:35]([O:37][CH3:38])=[O:36])[C@@H:27](/[CH:39]=[CH:7]/[C:8](=[O:16])[C:9]([F:14])([F:15])[CH2:10][CH2:11][CH2:12][CH3:13])[C@H:26]([O:41][CH:42]2[CH2:47][CH2:46][CH2:45][CH2:44][O:43]2)[CH2:25]1)(=[O:22])[CH3:21]. The yield is 0.901. (5) The reactants are Cl.[CH3:2][O:3][NH:4][CH3:5].N1C=CC=CC=1.[C:12](Cl)(=[O:16])[C:13]([CH3:15])=[CH2:14]. The catalyst is C1COCC1. The product is [CH3:2][O:3][N:4]([CH3:5])[C:12](=[O:16])[C:13]([CH3:15])=[CH2:14]. The yield is 0.875.